Dataset: Forward reaction prediction with 1.9M reactions from USPTO patents (1976-2016). Task: Predict the product of the given reaction. (1) Given the reactants [N:1]1([C:10]([NH:12][C:13]2[CH:18]=[CH:17][C:16]([CH2:19][C:20]([O:22]C)=[O:21])=[CH:15][C:14]=2[O:24][CH3:25])=[O:11])[C:9]2[C:4](=[CH:5][CH:6]=[CH:7][CH:8]=2)[CH2:3][CH2:2]1.[OH-].[Na+], predict the reaction product. The product is: [N:1]1([C:10]([NH:12][C:13]2[CH:18]=[CH:17][C:16]([CH2:19][C:20]([OH:22])=[O:21])=[CH:15][C:14]=2[O:24][CH3:25])=[O:11])[C:9]2[C:4](=[CH:5][CH:6]=[CH:7][CH:8]=2)[CH2:3][CH2:2]1. (2) Given the reactants [Cl:1][C:2]1[CH:3]=[C:4]2[C:8](=[CH:9][CH:10]=1)[N:7]([CH2:11][C:12]([O:14]CC)=[O:13])[C:6]1[CH2:17][N:18]([CH3:21])[CH2:19][CH2:20][C:5]2=1.[OH-].[Na+], predict the reaction product. The product is: [Cl:1][C:2]1[CH:3]=[C:4]2[C:8](=[CH:9][CH:10]=1)[N:7]([CH2:11][C:12]([OH:14])=[O:13])[C:6]1[CH2:17][N:18]([CH3:21])[CH2:19][CH2:20][C:5]2=1. (3) The product is: [F:26][C:20]1[CH:21]=[C:22]([F:25])[CH:23]=[CH:24][C:19]=1[CH2:18][CH2:17][N:14]1[CH2:15][CH2:16][C:11]([F:27])([S:8]([C:5]2[CH:6]=[CH:7][C:2]([C:33]3[O:34][CH:35]=[CH:36][N:37]=3)=[CH:3][CH:4]=2)(=[O:10])=[O:9])[CH2:12][CH2:13]1. Given the reactants Br[C:2]1[CH:7]=[CH:6][C:5]([S:8]([C:11]2([F:27])[CH2:16][CH2:15][N:14]([CH2:17][CH2:18][C:19]3[CH:24]=[CH:23][C:22]([F:25])=[CH:21][C:20]=3[F:26])[CH2:13][CH2:12]2)(=[O:10])=[O:9])=[CH:4][CH:3]=1.C([Sn](CCCC)(CCCC)[C:33]1[O:34][CH:35]=[CH:36][N:37]=1)CCC, predict the reaction product. (4) Given the reactants [Cl:1][C:2]1[C:7]([O:8][CH3:9])=[CH:6][CH:5]=[CH:4][C:3]=1[C:10](=[CH:16]N(C)C)[C:11](OCC)=[O:12].[NH2:20][C:21]([NH2:23])=[O:22].[Na+].[I-].C[Si](Cl)(C)C.[OH-].[Na+], predict the reaction product. The product is: [Cl:1][C:2]1[C:7]([O:8][CH3:9])=[CH:6][CH:5]=[CH:4][C:3]=1[C:10]1[C:11](=[O:12])[NH:20][C:21](=[O:22])[NH:23][CH:16]=1.